This data is from Experimentally validated miRNA-target interactions with 360,000+ pairs, plus equal number of negative samples. The task is: Binary Classification. Given a miRNA mature sequence and a target amino acid sequence, predict their likelihood of interaction. (1) The miRNA is hsa-miR-6730-5p with sequence AGAAAGGUGGAGGGGUUGUCAGA. The protein sequence of the target gene is MSCTRMIQVLDPRPLTSSVMPVDVAMRLCLAHSPPVKSFLGPYDEFQRRHFVNKLKPLKSCLNIKHKAKSQNDWKCSHNQAKKRVVFADSKGLSLTAIHVFSDLPEEPAWDLQFDLLDLNDISSALKHHEEKNLILDFPQPSTDYLSFRSHFQKNFVCLENCSLQERTVTGTVKVKNVSFEKKVQIRITFDSWKNYTDVDCVYMKNVYGGTDSDTFSFAIDLPPVIPTEQKIEFCISYHANGQVFWDNNDGQNYRIVHVQWKPDGVQTQMAPQDCAFHQTSPKTELESTIFGSPRLASGL.... Result: 0 (no interaction). (2) The miRNA is hsa-miR-20a-5p with sequence UAAAGUGCUUAUAGUGCAGGUAG. The protein sequence of the target gene is MSESFDCAKCNESLYGRKYIQTDSGPYCVPCYDNTFANTCAECQQLIGHDSRELFYEDRHFHEGCFRCCRCQRSLADEPFTCQDSELLCNDCYCSAFSSQCSACGETVMPGSRKLEYGGQTWHEHCFLCSGCEQPLGSRSFVPDKGAHYCVPCYENKFAPRCARCSKTLTQGGVTYRDQPWHRECLVCTGCQTPLAGQQFTSRDEDPYCVACFGELFAPKCSSCKRPIVGLGGGKYVSFEDRHWHHNCFSCARCSTSLVGQGFVPDGDQVLCQGCSQAGP. Result: 1 (interaction). (3) The miRNA is mmu-miR-3110-5p with sequence UUCUGCCUCCCCUGAAGGCUC. Result: 0 (no interaction). The protein sequence of the target gene is MAAPLSVEVEFGGGAELLFDGIKKHRVTLPGQEEPWDIRNLLIWIKKNLLKERPELFIQGDSVRPGILVLINDADWELLGELDYQLQDQDSVLFISTLHGG.